Dataset: Full USPTO retrosynthesis dataset with 1.9M reactions from patents (1976-2016). Task: Predict the reactants needed to synthesize the given product. (1) Given the product [CH3:24][N:25]([CH2:21][C:19]1[S:20][C:16]([C:14]2[S:15][C:11]([C:5]3[CH:6]=[C:7]([CH3:10])[C:8]([OH:9])=[C:3]([CH2:1][CH3:2])[CH:4]=3)=[N:12][N:13]=2)=[CH:17][C:18]=1[CH3:23])[CH3:26], predict the reactants needed to synthesize it. The reactants are: [CH2:1]([C:3]1[CH:4]=[C:5]([C:11]2[S:15][C:14]([C:16]3[S:20][C:19]([CH:21]=O)=[C:18]([CH3:23])[CH:17]=3)=[N:13][N:12]=2)[CH:6]=[C:7]([CH3:10])[C:8]=1[OH:9])[CH3:2].[CH3:24][NH:25][CH3:26]. (2) The reactants are: [O:1]1[C:6]2[CH:7]=[CH:8][CH:9]=[CH:10][C:5]=2[O:4][CH2:3][C@@H:2]1[C:11](Cl)=[O:12].[NH2:14][CH2:15][C:16]1([C:27]2([OH:32])[CH2:31][CH2:30][CH2:29][CH2:28]2)[C:19]2[C:20]3[O:24][CH:23]=[CH:22][C:21]=3[CH:25]=[CH:26][C:18]=2[CH2:17]1. Given the product [OH:32][C:27]1([C:16]2([CH2:15][NH:14][C:11]([C@@H:2]3[O:1][C:6]4[CH:7]=[CH:8][CH:9]=[CH:10][C:5]=4[O:4][CH2:3]3)=[O:12])[C:19]3[C:20]4[O:24][CH:23]=[CH:22][C:21]=4[CH:25]=[CH:26][C:18]=3[CH2:17]2)[CH2:31][CH2:30][CH2:29][CH2:28]1, predict the reactants needed to synthesize it. (3) Given the product [OH:2][C:3]1[CH:8]=[CH:7][C:6]([C:9]([C:11]2[CH:16]=[CH:15][CH:14]=[CH:13][N:12]=2)=[O:10])=[CH:5][CH:4]=1, predict the reactants needed to synthesize it. The reactants are: C[O:2][C:3]1[CH:8]=[CH:7][C:6]([C:9]([C:11]2[CH:16]=[CH:15][CH:14]=[CH:13][N:12]=2)=[O:10])=[CH:5][CH:4]=1.B(Br)(Br)Br.